From a dataset of NCI-60 drug combinations with 297,098 pairs across 59 cell lines. Regression. Given two drug SMILES strings and cell line genomic features, predict the synergy score measuring deviation from expected non-interaction effect. Drug 1: CC12CCC3C(C1CCC2=O)CC(=C)C4=CC(=O)C=CC34C. Drug 2: CC(CN1CC(=O)NC(=O)C1)N2CC(=O)NC(=O)C2. Cell line: NCIH23. Synergy scores: CSS=28.5, Synergy_ZIP=-2.69, Synergy_Bliss=-0.970, Synergy_Loewe=-13.5, Synergy_HSA=0.239.